From a dataset of Catalyst prediction with 721,799 reactions and 888 catalyst types from USPTO. Predict which catalyst facilitates the given reaction. (1) Reactant: [NH2:1][C:2]1[CH:15]=[CH:14][C:5]([C:6]([C:8]2[CH:13]=[CH:12][CH:11]=[CH:10][CH:9]=2)=[O:7])=[CH:4][CH:3]=1.[C:16](Cl)(=[O:25])[C:17]1[CH:22]=[CH:21][C:20]([O:23][CH3:24])=[CH:19][CH:18]=1.C(N(CC)CC)C. Product: [C:6]([C:5]1[CH:4]=[CH:3][C:2]([NH:1][C:16](=[O:25])[C:17]2[CH:22]=[CH:21][C:20]([O:23][CH3:24])=[CH:19][CH:18]=2)=[CH:15][CH:14]=1)(=[O:7])[C:8]1[CH:13]=[CH:12][CH:11]=[CH:10][CH:9]=1. The catalyst class is: 1. (2) Reactant: Br[C:2]1[S:6][C:5]([C:7]2[N:11]3[N:12]=[C:13]([CH3:21])[CH:14]=[C:15]([CH:16]([CH2:19][CH3:20])[CH2:17][CH3:18])[C:10]3=[N:9][C:8]=2[CH3:22])=[C:4]([CH3:23])[CH:3]=1.[Br-].[CH3:25][C:26]1[N:31]=[C:30]([Zn+])[CH:29]=[CH:28][CH:27]=1.C1COCC1. Product: [CH2:17]([CH:16]([C:15]1[C:10]2[N:11]([C:7]([C:5]3[S:6][C:2]([C:30]4[CH:29]=[CH:28][CH:27]=[C:26]([CH3:25])[N:31]=4)=[CH:3][C:4]=3[CH3:23])=[C:8]([CH3:22])[N:9]=2)[N:12]=[C:13]([CH3:21])[CH:14]=1)[CH2:19][CH3:20])[CH3:18]. The catalyst class is: 140. (3) Reactant: C1(P(C2C=CC=CC=2)C2C=CC=CC=2)C=CC=CC=1.II.C(N(CC)CC)C.O=[C:30]([CH2:48][CH3:49])[CH2:31][NH:32][C:33]([CH2:35][CH2:36][NH:37][C:38](=[O:47])[O:39][CH2:40][C:41]1[CH:46]=[CH:45][CH:44]=[CH:43][CH:42]=1)=[O:34]. Product: [CH2:48]([C:30]1[O:34][C:33]([CH2:35][CH2:36][NH:37][C:38](=[O:47])[O:39][CH2:40][C:41]2[CH:46]=[CH:45][CH:44]=[CH:43][CH:42]=2)=[N:32][CH:31]=1)[CH3:49]. The catalyst class is: 4. (4) Reactant: [CH3:1][O:2][C:3]1[CH:11]=[C:10]([N+:12]([O-:14])=[O:13])[CH:9]=[CH:8][C:4]=1[C:5]([OH:7])=O.C(N1C=CN=C1)(N1C=CN=C1)=O.[NH2:27][CH2:28][CH2:29][CH2:30][N:31]1[CH2:36][CH2:35][CH2:34][CH2:33][CH2:32]1.O. Product: [CH3:1][O:2][C:3]1[CH:11]=[C:10]([N+:12]([O-:14])=[O:13])[CH:9]=[CH:8][C:4]=1[C:5]([NH:27][CH2:28][CH2:29][CH2:30][N:31]1[CH2:36][CH2:35][CH2:34][CH2:33][CH2:32]1)=[O:7]. The catalyst class is: 49. (5) Reactant: [OH:1][C:2]1[CH:3]=[C:4]([CH:15]=[CH:16][CH:17]=1)[C:5]([NH:7][CH2:8][C:9]1[CH:14]=[CH:13][CH:12]=[CH:11][N:10]=1)=[O:6].[H-].[Na+].Br[CH2:21][C:22]([O:24][C:25]([CH3:28])([CH3:27])[CH3:26])=[O:23]. Product: [N:10]1[CH:11]=[CH:12][CH:13]=[CH:14][C:9]=1[CH2:8][NH:7][C:5]([C:4]1[CH:3]=[C:2]([CH:17]=[CH:16][CH:15]=1)[O:1][CH2:21][C:22]([O:24][C:25]([CH3:28])([CH3:27])[CH3:26])=[O:23])=[O:6]. The catalyst class is: 42. (6) Reactant: Cl[C:2]1[CH:7]=[C:6]([Cl:8])[N:5]=[CH:4][N:3]=1.[CH3:9][O:10][C:11]1[CH:16]=[CH:15][CH:14]=[CH:13][C:12]=1[CH:17]([CH3:20])[CH2:18][NH2:19].CCN(C(C)C)C(C)C. Product: [Cl:8][C:6]1[N:5]=[CH:4][N:3]=[C:2]([NH:19][CH2:18][CH:17]([C:12]2[CH:13]=[CH:14][CH:15]=[CH:16][C:11]=2[O:10][CH3:9])[CH3:20])[CH:7]=1. The catalyst class is: 32. (7) Reactant: [OH:1][C:2]1[CH:7]=[CH:6][C:5]([CH3:8])=[CH:4][N:3]=1.C(=O)([O-])[O-].[K+].[K+].I[C:16]1[CH:21]=[CH:20][CH:19]=[CH:18][CH:17]=1. Product: [CH3:8][C:5]1[CH:6]=[CH:7][C:2](=[O:1])[N:3]([C:16]2[CH:21]=[CH:20][CH:19]=[CH:18][CH:17]=2)[CH:4]=1. The catalyst class is: 536. (8) Product: [F:54][C:46]1([CH3:53])[C:47]2[C:52](=[CH:51][CH:50]=[CH:49][CH:48]=2)[N:44]([CH2:43][CH2:42][CH2:41][N:15]2[CH2:14][CH2:13][C:12]3([N:8]([C:5]4[CH:4]=[CH:3][C:2]([F:1])=[CH:7][CH:6]=4)[CH2:9][N:10]([CH2:19][C:20]4[CH:21]=[C:22]([CH:30]=[CH:31][CH:32]=4)[C:23]([O:25][C:26]([CH3:27])([CH3:28])[CH3:29])=[O:24])[C:11]3=[O:18])[CH2:17][CH2:16]2)[C:45]1=[O:55]. Reactant: [F:1][C:2]1[CH:7]=[CH:6][C:5]([N:8]2[C:12]3([CH2:17][CH2:16][NH:15][CH2:14][CH2:13]3)[C:11](=[O:18])[N:10]([CH2:19][C:20]3[CH:21]=[C:22]([CH:30]=[CH:31][CH:32]=3)[C:23]([O:25][C:26]([CH3:29])([CH3:28])[CH3:27])=[O:24])[CH2:9]2)=[CH:4][CH:3]=1.[I-].[Na+].C(=O)(O)[O-].[K+].Cl[CH2:41][CH2:42][CH2:43][N:44]1[C:52]2[C:47](=[CH:48][CH:49]=[CH:50][CH:51]=2)[C:46]([F:54])([CH3:53])[C:45]1=[O:55]. The catalyst class is: 131.